From a dataset of Catalyst prediction with 721,799 reactions and 888 catalyst types from USPTO. Predict which catalyst facilitates the given reaction. (1) Reactant: O[C:2]1[CH:27]=[N:26][C:5]2[N:6]=[C:7]([N:13]3[CH2:16][CH:15]([N:17]([CH3:25])C(=O)OC(C)(C)C)[CH2:14]3)[C:8]3[N:9]([CH:10]=[N:11][N:12]=3)[C:4]=2[CH:3]=1.[OH-:28].[K+].Br[C:31](P(=O)(OCC)OCC)([F:33])[F:32]. Product: [F:32][CH:31]([F:33])[O:28][C:2]1[CH:27]=[N:26][C:5]2[N:6]=[C:7]([N:13]3[CH2:14][CH:15]([NH:17][CH3:25])[CH2:16]3)[C:8]3[N:9]([CH:10]=[N:11][N:12]=3)[C:4]=2[CH:3]=1. The catalyst class is: 144. (2) Reactant: C([N:8]1[CH2:17][C:16](=[CH2:18])[C:15]2[N:14]=[C:13]([Cl:19])[CH:12]=[CH:11][C:10]=2[CH2:9]1)C1C=CC=CC=1.[Cl:20]C(OC(Cl)C)=O. Product: [ClH:19].[ClH:20].[Cl:19][C:13]1[CH:12]=[CH:11][C:10]2[CH2:9][NH:8][CH2:17][C:16](=[CH2:18])[C:15]=2[N:14]=1. The catalyst class is: 68. (3) Reactant: [Br:1][C:2]1[N:7]=[C:6]([CH:8]=O)[CH:5]=[CH:4][CH:3]=1.[CH2:10]([CH:12]([C:15]1[CH:21]=[CH:20][CH:19]=[C:18]([CH:22]([CH2:25][CH3:26])[CH2:23][CH3:24])[C:16]=1[NH2:17])[CH2:13][CH3:14])[CH3:11]. Product: [Br:1][C:2]1[N:7]=[C:6](/[CH:8]=[N:17]/[C:16]2[C:18]([CH:22]([CH2:23][CH3:24])[CH2:25][CH3:26])=[CH:19][CH:20]=[CH:21][C:15]=2[CH:12]([CH2:10][CH3:11])[CH2:13][CH3:14])[CH:5]=[CH:4][CH:3]=1. The catalyst class is: 8. (4) Reactant: [Cl:1][C:2]1[C:3]([NH:15][CH:16]2[CH:20]3[O:21][CH2:22][CH:23]([N:24]4C(=O)C5C(=CC=CC=5)C4=O)[CH:19]3[O:18][CH2:17]2)=[N:4][C:5]([NH:8][C:9]2[CH:10]=[N:11][N:12]([CH3:14])[CH:13]=2)=[N:6][CH:7]=1.O.NN. Product: [NH2:24][CH:23]1[CH:19]2[O:18][CH2:17][CH:16]([NH:15][C:3]3[C:2]([Cl:1])=[CH:7][N:6]=[C:5]([NH:8][C:9]4[CH:10]=[N:11][N:12]([CH3:14])[CH:13]=4)[N:4]=3)[CH:20]2[O:21][CH2:22]1. The catalyst class is: 14. (5) Reactant: [NH:1]1[CH2:4][CH:3]([C:5]2[N:9]([CH:10]3[CH2:14][CH2:13][O:12][CH2:11]3)[N:8]=[C:7]([I:15])[CH:6]=2)[CH2:2]1.[O:16]1[CH2:19][C:18](=O)[CH2:17]1.C([BH3-])#N.[Na+]. Product: [I:15][C:7]1[CH:6]=[C:5]([CH:3]2[CH2:2][N:1]([CH:18]3[CH2:19][O:16][CH2:17]3)[CH2:4]2)[N:9]([CH:10]2[CH2:14][CH2:13][O:12][CH2:11]2)[N:8]=1. The catalyst class is: 24.